From a dataset of Peptide-MHC class II binding affinity with 134,281 pairs from IEDB. Regression. Given a peptide amino acid sequence and an MHC pseudo amino acid sequence, predict their binding affinity value. This is MHC class II binding data. The peptide sequence is EYKEYAEYAEYA. The MHC is H-2-IAd with pseudo-sequence H-2-IAd. The binding affinity (normalized) is 0.